From a dataset of Full USPTO retrosynthesis dataset with 1.9M reactions from patents (1976-2016). Predict the reactants needed to synthesize the given product. (1) Given the product [C:12]1([CH2:18][CH2:19][CH2:20][O:21][CH2:22][CH2:23][C:24]([C:10]2[O:11][C:7]([C:2]3[CH:3]=[CH:4][CH:5]=[CH:6][N:1]=3)=[CH:8][N:9]=2)=[O:25])[CH:17]=[CH:16][CH:15]=[CH:14][CH:13]=1, predict the reactants needed to synthesize it. The reactants are: [N:1]1[CH:6]=[CH:5][CH:4]=[CH:3][C:2]=1[C:7]1[O:11][CH:10]=[N:9][CH:8]=1.[C:12]1([CH2:18][CH2:19][CH2:20][O:21][CH2:22][CH2:23][C:24](O)=[O:25])[CH:17]=[CH:16][CH:15]=[CH:14][CH:13]=1. (2) Given the product [CH3:15][NH:16][C:17]([C@H:18]1[O:12][C@@H:49]([N:6]2[C:7]3[N:8]=[CH:9][N:10]=[C:2]([NH:36][CH2:35][C:34]4[CH:37]=[CH:38][CH:39]=[C:32]([I:31])[CH:33]=4)[C:3]=3[N:4]=[CH:5]2)[C@H:51]([OH:52])[C@@H:19]1[OH:20])=[O:54].[CH2-:26][C:25]([CH3:27])=[O:20], predict the reactants needed to synthesize it. The reactants are: Cl[C:2]1[N:10]=[CH:9][N:8]=[C:7]2[C:3]=1[NH:4][CH:5]=[N:6]2.S(Cl)(Cl)=[O:12].[CH3:15][NH2:16].[CH2:17]1C[O:20][CH2:19][CH2:18]1.CCN(C(C)C)[CH:25]([CH3:27])[CH3:26].[I:31][C:32]1[CH:33]=[C:34]([CH:37]=[CH:38][CH:39]=1)[CH2:35][NH2:36].Cl.ClC1N=[C:49]([C:51](N)=[O:52])N=C2C=1NC=N2.[OH2:54]. (3) Given the product [F:33][C:24]([F:32])([C:25]1[CH:30]=[CH:29][C:28]([F:31])=[CH:27][N:26]=1)[C:22]1[N:23]=[C:18]([NH:7][C:4]2[CH:3]=[C:2]([CH3:1])[NH:6][N:5]=2)[C:19]2[S:36][CH:35]=[CH:34][C:20]=2[N:21]=1, predict the reactants needed to synthesize it. The reactants are: [CH3:1][C:2]1[NH:6][N:5]=[C:4]([NH2:7])[CH:3]=1.CCN(C(C)C)C(C)C.Cl[C:18]1[C:19]2[S:36][CH:35]=[CH:34][C:20]=2[N:21]=[C:22]([C:24]([F:33])([F:32])[C:25]2[CH:30]=[CH:29][C:28]([F:31])=[CH:27][N:26]=2)[N:23]=1.